Dataset: NCI-60 drug combinations with 297,098 pairs across 59 cell lines. Task: Regression. Given two drug SMILES strings and cell line genomic features, predict the synergy score measuring deviation from expected non-interaction effect. Drug 1: C1=CC(=CC=C1C#N)C(C2=CC=C(C=C2)C#N)N3C=NC=N3. Drug 2: CN(CC1=CN=C2C(=N1)C(=NC(=N2)N)N)C3=CC=C(C=C3)C(=O)NC(CCC(=O)O)C(=O)O. Cell line: IGROV1. Synergy scores: CSS=20.2, Synergy_ZIP=0.528, Synergy_Bliss=-0.175, Synergy_Loewe=-30.9, Synergy_HSA=-0.652.